Dataset: Full USPTO retrosynthesis dataset with 1.9M reactions from patents (1976-2016). Task: Predict the reactants needed to synthesize the given product. (1) Given the product [CH2:10]([NH:9][C:6]1[CH:7]=[CH:8][C:3]([CH2:2][NH:1][C:27]([C:23]2[CH:22]=[C:21]3[C:26](=[CH:25][CH:24]=2)[N:17]=[CH:18][CH:19]=[CH:20]3)=[O:28])=[CH:4][CH:5]=1)[C:11]1[CH:16]=[CH:15][CH:14]=[CH:13][CH:12]=1, predict the reactants needed to synthesize it. The reactants are: [NH2:1][CH2:2][C:3]1[CH:8]=[CH:7][C:6]([NH:9][CH2:10][C:11]2[CH:16]=[CH:15][CH:14]=[CH:13][CH:12]=2)=[CH:5][CH:4]=1.[N:17]1[C:26]2[C:21](=[CH:22][C:23]([C:27](O)=[O:28])=[CH:24][CH:25]=2)[CH:20]=[CH:19][CH:18]=1.F[P-](F)(F)(F)(F)F.N1([P+](N(C)C)(N(C)C)N(C)C)C2C=CC=CC=2N=N1.C(N(CC)CC)C. (2) The reactants are: Br[C:2]1[CH:3]=[C:4]([NH:9][S:10]([C:13]2[CH:18]=[CH:17][C:16]([O:19][CH3:20])=[CH:15][CH:14]=2)(=[O:12])=[O:11])[CH:5]=[C:6]([OH:8])[CH:7]=1.[B:21]1([B:21]2[O:25][C:24]([CH3:27])([CH3:26])[C:23]([CH3:29])([CH3:28])[O:22]2)[O:25][C:24]([CH3:27])([CH3:26])[C:23]([CH3:29])([CH3:28])[O:22]1.C([O-])(=O)C.[K+].O. Given the product [OH:8][C:6]1[CH:5]=[C:4]([NH:9][S:10]([C:13]2[CH:18]=[CH:17][C:16]([O:19][CH3:20])=[CH:15][CH:14]=2)(=[O:12])=[O:11])[CH:3]=[C:2]([B:21]2[O:25][C:24]([CH3:27])([CH3:26])[C:23]([CH3:29])([CH3:28])[O:22]2)[CH:7]=1, predict the reactants needed to synthesize it. (3) Given the product [CH3:28][O:27][C:21]1[CH:22]=[C:23]([O:25][CH3:26])[N:24]=[C:19]([N:18]2[C:14](=[O:16])[C:5]3[C:4](=[CH:9][C:8]([C:10]([OH:12])=[O:11])=[CH:7][CH:6]=3)[NH:1][C:2]2=[S:3])[N:20]=1, predict the reactants needed to synthesize it. The reactants are: [N:1]([C:4]1[CH:9]=[C:8]([C:10]([O:12]C)=[O:11])[CH:7]=[CH:6][C:5]=1[C:14]([O:16]C)=O)=[C:2]=[S:3].[NH2:18][C:19]1[N:24]=[C:23]([O:25][CH3:26])[CH:22]=[C:21]([O:27][CH3:28])[N:20]=1.[OH-].[Na+].Cl. (4) Given the product [CH3:20][N:21]1[CH2:22][CH2:23][N:24]([C:27]2[N:32]=[CH:31][C:30]([CH2:33][CH2:34][NH:35][C:14]([C:11]3[CH:12]=[CH:13][C:8]([C:5]4[CH:4]=[CH:3][C:2]([Cl:1])=[CH:7][CH:6]=4)=[CH:9][C:10]=3[N+:17]([O-:19])=[O:18])=[O:16])=[CH:29][CH:28]=2)[CH2:25][CH2:26]1, predict the reactants needed to synthesize it. The reactants are: [Cl:1][C:2]1[CH:7]=[CH:6][C:5]([C:8]2[CH:13]=[CH:12][C:11]([C:14]([OH:16])=O)=[C:10]([N+:17]([O-:19])=[O:18])[CH:9]=2)=[CH:4][CH:3]=1.[CH3:20][N:21]1[CH2:26][CH2:25][N:24]([C:27]2[N:32]=[CH:31][C:30]([CH2:33][CH2:34][NH2:35])=[CH:29][CH:28]=2)[CH2:23][CH2:22]1. (5) Given the product [S:27]1[C:5]2[CH2:4][CH2:3][N:2]([CH2:11][CH2:12][CH2:13][CH2:14][O:15][C:16]3[N:25]=[C:24]4[C:19]([CH:20]=[CH:21][C:22](=[O:26])[NH:23]4)=[CH:18][CH:17]=3)[CH2:1][C:10]=2[CH:9]=[CH:8]1, predict the reactants needed to synthesize it. The reactants are: [CH2:1]1[C:10]2[C:5](=CC=[CH:8][CH:9]=2)[CH2:4][CH2:3][N:2]1[CH2:11][CH2:12][CH2:13][CH2:14][O:15][C:16]1[N:25]=[C:24]2[C:19]([CH:20]=[CH:21][C:22](=[O:26])[NH:23]2)=[CH:18][CH:17]=1.[S:27]1C2CCNCC=2C=C1. (6) The reactants are: N(C(OC(C)C)=O)=NC(OC(C)C)=O.[C:15]([O:24][CH3:25])(=[O:23])[C:16]1[C:17](=[CH:19][CH:20]=[CH:21][CH:22]=1)[OH:18].O[CH2:27][CH:28]1[O:33][CH2:32][CH2:31][N:30]([C:34]([O:36][C:37]([CH3:40])([CH3:39])[CH3:38])=[O:35])[CH2:29]1.C1(P(C2C=CC=CC=2)C2C=CC=CC=2)C=CC=CC=1. Given the product [C:37]([O:36][C:34]([N:30]1[CH2:31][CH2:32][O:33][CH:28]([CH2:27][O:18][C:17]2[CH:19]=[CH:20][CH:21]=[CH:22][C:16]=2[C:15]([O:24][CH3:25])=[O:23])[CH2:29]1)=[O:35])([CH3:40])([CH3:38])[CH3:39], predict the reactants needed to synthesize it.